Dataset: Full USPTO retrosynthesis dataset with 1.9M reactions from patents (1976-2016). Task: Predict the reactants needed to synthesize the given product. (1) The reactants are: [CH2:1]([O:8][C:9]1[CH:14]=[CH:13][C:12]([N+:15]([O-])=O)=[CH:11][C:10]=1[Cl:18])[C:2]1[CH:7]=[CH:6][CH:5]=[CH:4][CH:3]=1.[Cl-].[NH4+]. Given the product [CH2:1]([O:8][C:9]1[CH:14]=[CH:13][C:12]([NH2:15])=[CH:11][C:10]=1[Cl:18])[C:2]1[CH:3]=[CH:4][CH:5]=[CH:6][CH:7]=1, predict the reactants needed to synthesize it. (2) Given the product [CH2:30]([O:29][C:27]([C:26]1[C:25]([C:32]([O:34][CH2:35][CH3:36])=[O:33])=[C:24]([N:37]=[CH:9][C:7]2[S:8][C:4]([N:3]([CH2:11][CH3:12])[CH2:1][CH3:2])=[CH:5][CH:6]=2)[S:23][C:22]=1[N:21]=[CH:9][C:7]1[S:8][C:19]([N:18]([CH2:13][CH3:14])[CH2:17][CH3:16])=[CH:20][CH:6]=1)=[O:28])[CH3:31], predict the reactants needed to synthesize it. The reactants are: [CH2:1]([N:3]([CH2:11][CH3:12])[C:4]1[S:8][C:7]([CH:9]=O)=[CH:6][CH:5]=1)[CH3:2].[CH2:13]1[N:18]2[CH2:19][CH2:20]N([CH2:16][CH2:17]2)[CH2:14]1.[NH2:21][C:22]1[S:23][C:24]([NH2:37])=[C:25]([C:32]([O:34][CH2:35][CH3:36])=[O:33])[C:26]=1[C:27]([O:29][CH2:30][CH3:31])=[O:28]. (3) The reactants are: Br[C:2]1[CH:3]=[C:4]([CH:8]([OH:21])[CH:9]([C:13]2[CH:18]=[CH:17][C:16]([Cl:19])=[C:15]([Cl:20])[CH:14]=2)[CH2:10][NH:11][CH3:12])[CH:5]=[CH:6][CH:7]=1.[CH2:22](B(CC)CC)[CH3:23].C([O-])([O-])=O.[K+].[K+]. Given the product [Cl:20][C:15]1[CH:14]=[C:13]([C@@H:9]([CH2:10][NH:11][CH3:12])[C@@H:8]([C:4]2[CH:5]=[CH:6][CH:7]=[C:2]([CH2:22][CH3:23])[CH:3]=2)[OH:21])[CH:18]=[CH:17][C:16]=1[Cl:19], predict the reactants needed to synthesize it. (4) The reactants are: Br[C:2]1[C:3]2[N:4]([CH:18]=[CH:19][N:20]=2)[CH:5]=[C:6]([C:8]2[CH:13]=[CH:12][C:11]([C:14]([F:17])([F:16])[F:15])=[CH:10][CH:9]=2)[CH:7]=1.[CH:21]1(B(O)O)[CH2:23][CH2:22]1.P([O-])([O-])([O-])=O.[K+].[K+].[K+].[C:35]1(C)C=CC=C[CH:36]=1. Given the product [CH:21]1([C:2]2[C:3]3[N:4]([C:18]([C:35]#[CH:36])=[CH:19][N:20]=3)[CH:5]=[C:6]([C:8]3[CH:13]=[CH:12][C:11]([C:14]([F:17])([F:16])[F:15])=[CH:10][CH:9]=3)[CH:7]=2)[CH2:23][CH2:22]1, predict the reactants needed to synthesize it. (5) Given the product [CH3:41][O:40][C:39]1[CH:38]=[CH:37][C:36]2[NH:35][C:34](=[O:42])[C:33]3[S:43][CH:44]=[CH:45][C:32]=3[C:31]=2[C:30]=1[C:2]1[CH:7]=[CH:6][C:5]([CH2:8][NH:9][CH3:10])=[CH:4][CH:3]=1, predict the reactants needed to synthesize it. The reactants are: Br[C:2]1[CH:7]=[CH:6][C:5]([CH2:8][NH:9][CH3:10])=[CH:4][CH:3]=1.B1(B2OC(C)(C)C(C)(C)O2)OC(C)(C)C(C)(C)O1.Br[C:30]1[C:31]2[C:32]3[CH:45]=[CH:44][S:43][C:33]=3[C:34](=[O:42])[NH:35][C:36]=2[CH:37]=[CH:38][C:39]=1[O:40][CH3:41]. (6) The reactants are: [C:1]1([CH3:13])[CH:6]=[C:5]([CH3:7])[CH:4]=[C:3]([CH3:8])[C:2]=1[CH2:9][C:10]([OH:12])=O.C(Cl)(=O)C(Cl)=O.FC(F)(F)C(O)=O.[NH:27]1[CH2:31][CH2:30][C:29]([C:32]2[CH:37]=[CH:36][C:35]([NH:38][C:39]([NH:41][CH3:42])=[O:40])=[CH:34][CH:33]=2)=[N:28]1. Given the product [CH3:42][NH:41][C:39]([NH:38][C:35]1[CH:34]=[CH:33][C:32]([C:29]2[CH2:30][CH2:31][N:27]([C:10](=[O:12])[CH2:9][C:2]3[C:1]([CH3:13])=[CH:6][C:5]([CH3:7])=[CH:4][C:3]=3[CH3:8])[N:28]=2)=[CH:37][CH:36]=1)=[O:40], predict the reactants needed to synthesize it. (7) Given the product [N:20]([C:16]1([CH3:18])[CH2:17][N:14]([CH:1]([C:8]2[CH:13]=[CH:12][CH:11]=[CH:10][CH:9]=2)[C:2]2[CH:7]=[CH:6][CH:5]=[CH:4][CH:3]=2)[CH2:15]1)=[N+:21]=[N-:22], predict the reactants needed to synthesize it. The reactants are: [CH:1]([N:14]1[CH2:17][C:16](Cl)([CH3:18])[CH2:15]1)([C:8]1[CH:13]=[CH:12][CH:11]=[CH:10][CH:9]=1)[C:2]1[CH:7]=[CH:6][CH:5]=[CH:4][CH:3]=1.[N-:20]=[N+:21]=[N-:22].[Na+]. (8) The reactants are: [O:1]1[CH:5]=[CH:4][N:3]=[C:2]1[C:6](=[S:8])[NH2:7].C([O:11][C:12](=O)[CH:13](Br)[CH2:14][CH3:15])C.N1C=CC=CC=1.C(OCC)(=O)C.CCCCCC. Given the product [CH2:14]([C:13]1[S:8][C:6]([C:2]2[O:1][CH:5]=[CH:4][N:3]=2)=[N:7][C:12]=1[OH:11])[CH3:15], predict the reactants needed to synthesize it. (9) Given the product [CH:1]1([CH2:4][N:5]([C:17]2[CH:18]=[C:19]3[C:29]4[C:23]([CH3:30])([CH2:22][CH2:21][CH2:20]3)[CH2:24][CH2:25][CH2:26][C:27]=4[CH:28]=2)[C:6]2[CH:7]=[CH:8][C:9]([C:10]([OH:12])=[O:11])=[CH:15][CH:16]=2)[CH2:3][CH2:2]1, predict the reactants needed to synthesize it. The reactants are: [CH:1]1([CH2:4][N:5]([C:17]2[CH:28]=[C:27]3[C:29]4[C:23]([CH3:30])([CH2:24][CH2:25][CH2:26]3)[CH2:22][CH2:21][CH2:20][C:19]=4[CH:18]=2)[C:6]2[CH:16]=[CH:15][C:9]([C:10]([O:12]CC)=[O:11])=[CH:8][CH:7]=2)[CH2:3][CH2:2]1.[OH-].[Na+].Cl. (10) Given the product [CH2:32]([NH:34][C:35]([C:37]1[C:42](=[O:43])[C:41]([C:44]2[CH:49]=[CH:48][CH:47]=[C:46]([C:50]([F:53])([F:52])[F:51])[CH:45]=2)=[C:40]([CH3:54])[N:39]([CH:55]([C:57]2[CH:62]=[CH:61][C:60]([C:1]#[N:2])=[CH:59][N:58]=2)[CH3:56])[CH:38]=1)=[O:36])[CH3:33], predict the reactants needed to synthesize it. The reactants are: [CH3:1][NH:2]C(C1C(=O)C(C2C=CN=C(C(F)(F)F)C=2)=C(C)N(C(C2C=CC(Br)=CN=2)C)C=1)=O.[CH2:32]([NH:34][C:35]([C:37]1[C:42](=[O:43])[C:41]([C:44]2[CH:49]=[CH:48][CH:47]=[C:46]([C:50]([F:53])([F:52])[F:51])[CH:45]=2)=[C:40]([CH3:54])[N:39]([CH:55]([C:57]2[CH:62]=[CH:61][C:60](Br)=[CH:59][N:58]=2)[CH3:56])[CH:38]=1)=[O:36])[CH3:33].